Dataset: Retrosynthesis with 50K atom-mapped reactions and 10 reaction types from USPTO. Task: Predict the reactants needed to synthesize the given product. (1) The reactants are: COc1ccc2nc(C(=O)O)ccc2c1. Given the product O=C(O)c1ccc2cc(O)ccc2n1, predict the reactants needed to synthesize it. (2) Given the product CCC(C)(CC)C1CCC(=O)CC1, predict the reactants needed to synthesize it. The reactants are: CCC(C)(CC)C1CCC(O)CC1. (3) Given the product CCC(O)CCCCC1CCC2CC(=O)CC12, predict the reactants needed to synthesize it. The reactants are: CCC(CCCCC1CCC2CC(=O)CC12)OC. (4) Given the product O=C(NS(=O)(=O)N1CCC1)c1cc(C2CC2)c(OCC23CC4CC(C2)CC(OC(=O)C(F)(F)F)(C4)C3)cc1F, predict the reactants needed to synthesize it. The reactants are: NS(=O)(=O)N1CCC1.O=C(O)c1cc(C2CC2)c(OCC23CC4CC(C2)CC(OC(=O)C(F)(F)F)(C4)C3)cc1F. (5) Given the product Cn1c(=O)c2c(cc(N3CCC[C@@H](NC(=O)OC(C)(C)C)C3)n2Cc2ccccc2Cl)n(C)c1=O, predict the reactants needed to synthesize it. The reactants are: Clc1ccccc1CBr.Cn1c(=O)c2[nH]c(N3CCC[C@@H](NC(=O)OC(C)(C)C)C3)cc2n(C)c1=O. (6) The reactants are: CCCCN.CCOC(=O)c1nc2cnn(CC)c2nc1OCC. Given the product CCCCNC(=O)c1nc2cnn(CC)c2nc1OCC, predict the reactants needed to synthesize it. (7) Given the product COc1ccc(COc2cccc(CO)c2Br)cc1, predict the reactants needed to synthesize it. The reactants are: COc1ccc(COc2cccc(C=O)c2Br)cc1. (8) The reactants are: CCC[C@H]1CC[C@@H](CCC)N1.COc1ccc2oc(C(=O)C(C)(C)C)c(CC(=O)O)c2c1. Given the product CCC[C@H]1CC[C@@H](CCC)N1C(=O)Cc1c(C(=O)C(C)(C)C)oc2ccc(OC)cc12, predict the reactants needed to synthesize it.